Dataset: Catalyst prediction with 721,799 reactions and 888 catalyst types from USPTO. Task: Predict which catalyst facilitates the given reaction. (1) Reactant: [Cl:1][C:2]1[C:11]2[C:6](=[CH:7][CH:8]=[C:9]([C:12]([C:20]3[C:21]([CH3:27])=[N:22][C:23]([CH3:26])=[CH:24][CH:25]=3)([OH:19])[C:13]3[N:17]([CH3:18])[N:16]=[N:15][CH:14]=3)[CH:10]=2)[N:5]=[C:4]([O:28][CH3:29])[C:3]=1[C:30]([OH:32])=O.CCN=C=NCCCN(C)C.C1[CH:45]=[CH:46][C:47]2N(O)N=[N:50][C:48]=2C=1.C1(CN)CC1. Product: [Cl:1][C:2]1[C:11]2[C:6](=[CH:7][CH:8]=[C:9]([C:12]([C:20]3[C:21]([CH3:27])=[N:22][C:23]([CH3:26])=[CH:24][CH:25]=3)([OH:19])[C:13]3[N:17]([CH3:18])[N:16]=[N:15][CH:14]=3)[CH:10]=2)[N:5]=[C:4]([O:28][CH3:29])[C:3]=1[C:30]([NH:50][CH2:48][CH:47]1[CH2:45][CH2:46]1)=[O:32]. The catalyst class is: 3. (2) Reactant: N#N.[NH:3]1[C:7]2[CH:8]=[CH:9][CH:10]=[CH:11][C:6]=2[N:5]=[C:4]1[C@H:12]([NH:21][C:22]([NH:24][C@H:25]1[CH2:30][CH2:29][C@H:28]([O:31][Si](C(C)(C)C)(C)C)[CH2:27][CH2:26]1)=[O:23])[CH2:13][C:14]1[CH:19]=[CH:18][C:17]([Br:20])=[CH:16][CH:15]=1.CCCC[N+](CCCC)(CCCC)CCCC.[F-].CC(=O)OCC. Product: [NH:3]1[C:7]2[CH:8]=[CH:9][CH:10]=[CH:11][C:6]=2[N:5]=[C:4]1[C@H:12]([NH:21][C:22]([NH:24][C@H:25]1[CH2:30][CH2:29][C@H:28]([OH:31])[CH2:27][CH2:26]1)=[O:23])[CH2:13][C:14]1[CH:15]=[CH:16][C:17]([Br:20])=[CH:18][CH:19]=1. The catalyst class is: 1.